From a dataset of Catalyst prediction with 721,799 reactions and 888 catalyst types from USPTO. Predict which catalyst facilitates the given reaction. (1) Reactant: [N:1]1([C:14]([O:16][C:17]([CH3:20])([CH3:19])[CH3:18])=[O:15])[CH2:10][C:9]2[C:4](=[CH:5][CH:6]=[CH:7][CH:8]=2)[CH2:3][C@@H:2]1[C:11]([OH:13])=O.Cl.[CH3:22]OCN.C(Cl)CCl.C1C=C[C:33]2[N:38]([OH:39])N=NC=2C=1.CCN(C(C)C)C(C)C. Product: [N:1]1([C:14]([O:16][C:17]([CH3:20])([CH3:19])[CH3:18])=[O:15])[CH2:10][C:9]2[C:4](=[CH:5][CH:6]=[CH:7][CH:8]=2)[CH2:3][C@@H:2]1[C:11]([N:38]([O:39][CH3:22])[CH3:33])=[O:13]. The catalyst class is: 1. (2) Reactant: [OH:1][C:2]1[C:7]([NH:8]/[N:9]=[C:10]2/[C:11]([CH3:26])=[N:12][N:13]([C:16]3[CH:25]=[CH:24][C:23]4[CH2:22][CH2:21][CH2:20][CH2:19][C:18]=4[CH:17]=3)[C:14]/2=[O:15])=[CH:6][CH:5]=[CH:4][C:3]=1[C:27]1[O:31][C:30]([C:32]([OH:34])=[O:33])=[CH:29][CH:28]=1.[NH:35]([CH2:37][C@@H:38]([C@H:40]([C@@H:42]([C@@H:44]([CH2:46][OH:47])[OH:45])[OH:43])[OH:41])[OH:39])[CH3:36].[NH:48]([CH2:50][C@@H:51]([C@H:53]([C@@H:55]([C@@H:57]([CH2:59][OH:60])[OH:58])[OH:56])[OH:54])[OH:52])[CH3:49].[OH:61][C:62]1[C:67]([NH:68][N:69]=[C:70]2[C:74](=[O:75])[N:73]([C:76]3[CH:85]=[CH:84][C:83]4[CH2:82][CH2:81][CH2:80][CH2:79][C:78]=4[CH:77]=3)[N:72]=[C:71]2[CH3:86])=[CH:66][CH:65]=[CH:64][C:63]=1[C:87]1[CH:91]=[CH:90][O:89][C:88]=1[C:92]([OH:94])=[O:93].CO. Product: [NH:35]([CH2:37][C@@H:38]([C@H:40]([C@@H:42]([C@@H:44]([CH2:46][OH:47])[OH:45])[OH:43])[OH:41])[OH:39])[CH3:36].[NH:48]([CH2:50][C@@H:51]([C@H:53]([C@@H:55]([C@@H:57]([CH2:59][OH:60])[OH:58])[OH:56])[OH:54])[OH:52])[CH3:49].[OH:61][C:62]1[C:67]([NH:68][N:69]=[C:70]2[C:74](=[O:75])[N:73]([C:76]3[CH:85]=[CH:84][C:83]4[CH2:82][CH2:81][CH2:80][CH2:79][C:78]=4[CH:77]=3)[N:72]=[C:71]2[CH3:86])=[CH:66][CH:65]=[CH:64][C:63]=1[C:87]1[CH:91]=[CH:90][O:89][C:88]=1[C:92]([OH:94])=[O:93].[NH:35]([CH2:37][C@@H:38]([C@H:40]([C@@H:42]([C@@H:44]([CH2:46][OH:47])[OH:45])[OH:43])[OH:41])[OH:39])[CH3:36].[NH:35]([CH2:37][C@@H:38]([C@H:40]([C@@H:42]([C@@H:44]([CH2:46][OH:47])[OH:45])[OH:43])[OH:41])[OH:39])[CH3:36].[OH:1][C:2]1[C:7]([NH:8]/[N:9]=[C:10]2/[C:11]([CH3:26])=[N:12][N:13]([C:16]3[CH:25]=[CH:24][C:23]4[CH2:22][CH2:21][CH2:20][CH2:19][C:18]=4[CH:17]=3)[C:14]/2=[O:15])=[CH:6][CH:5]=[CH:4][C:3]=1[C:27]1[O:31][C:30]([C:32]([OH:34])=[O:33])=[CH:29][CH:28]=1. The catalyst class is: 7. (3) Reactant: [O:1]=[C:2]1[CH2:11][CH2:10][C:9]2[C:4](=[CH:5][CH:6]=[C:7]([O:12][CH2:13][C:14](OCC)=[O:15])[CH:8]=2)[NH:3]1.[Cl-].[Ca+2].[Cl-].[BH4-].[Na+]. Product: [OH:15][CH2:14][CH2:13][O:12][C:7]1[CH:8]=[C:9]2[C:4](=[CH:5][CH:6]=1)[NH:3][C:2](=[O:1])[CH2:11][CH2:10]2. The catalyst class is: 653. (4) Reactant: ClC1C=CN=CC=1.[Cl:8][C:9]1[CH:14]=[CH:13][N:12]=[CH:11][C:10]=1[CH:15]=[O:16].[CH3:17][C:18]([N:21]([C:25]1[CH:30]=[CH:29][C:28]([OH:31])=[CH:27][CH:26]=1)[C:22](=[O:24])[O-:23])([CH3:20])[CH3:19].C(=O)([O-])[O-].[K+].[K+].[Cl-].[NH4+]. Product: [Cl:8][C:9]1[CH:14]=[CH:13][N:12]=[CH:11][C:10]=1[CH:15]=[O:16].[CH3:20][C:18]([N:21]([C:25]1[CH:26]=[CH:27][C:28]([O:31][C:9]2[CH:14]=[CH:13][N:12]=[CH:11][C:10]=2[CH:15]=[O:16])=[CH:29][CH:30]=1)[C:22](=[O:23])[O-:24])([CH3:17])[CH3:19]. The catalyst class is: 9. (5) Reactant: [OH-].[K+].[Br:3][C:4]1[CH:5]=[CH:6][C:7]2[NH:8][C:9]3[C:14]([C:15]=2[CH:16]=1)=[CH:13][C:12]([Br:17])=[CH:11][CH:10]=3.[Br:18][CH2:19][CH2:20][CH2:21]Br. Product: [Br:17][C:12]1[CH:11]=[CH:10][C:9]2[N:8]([CH2:21][CH2:20][CH2:19][Br:18])[C:7]3[C:15]([C:14]=2[CH:13]=1)=[CH:16][C:4]([Br:3])=[CH:5][CH:6]=3. The catalyst class is: 31.